From a dataset of Peptide-MHC class I binding affinity with 185,985 pairs from IEDB/IMGT. Regression. Given a peptide amino acid sequence and an MHC pseudo amino acid sequence, predict their binding affinity value. This is MHC class I binding data. (1) The peptide sequence is RLITVYVQA. The MHC is HLA-B27:05 with pseudo-sequence HLA-B27:05. The binding affinity (normalized) is 0.0847. (2) The peptide sequence is SSDDFALIV. The MHC is HLA-B08:01 with pseudo-sequence HLA-B08:01. The binding affinity (normalized) is 0.0847. (3) The peptide sequence is VIMWYNYLF. The MHC is HLA-B57:01 with pseudo-sequence HLA-B57:01. The binding affinity (normalized) is 0.0847. (4) The peptide sequence is APRTVALTA. The MHC is HLA-B07:02 with pseudo-sequence HLA-B07:02. The binding affinity (normalized) is 0.690. (5) The peptide sequence is FPPTSFGPL. The MHC is HLA-A02:03 with pseudo-sequence HLA-A02:03. The binding affinity (normalized) is 0.0326. (6) The binding affinity (normalized) is 0. The MHC is HLA-A30:01 with pseudo-sequence HLA-A30:01. The peptide sequence is FPFLYKFLL. (7) The peptide sequence is RLRPGGKKKY. The MHC is HLA-B35:01 with pseudo-sequence HLA-B35:01. The binding affinity (normalized) is 0. (8) The peptide sequence is AQFSPQYL. The binding affinity (normalized) is 0. The MHC is HLA-A26:01 with pseudo-sequence HLA-A26:01. (9) The peptide sequence is CPMCCSKIL. The MHC is HLA-B54:01 with pseudo-sequence HLA-B54:01. The binding affinity (normalized) is 0.534.